From a dataset of Peptide-MHC class II binding affinity with 134,281 pairs from IEDB. Regression. Given a peptide amino acid sequence and an MHC pseudo amino acid sequence, predict their binding affinity value. This is MHC class II binding data. The peptide sequence is NALSVLDKIYTSPLC. The MHC is HLA-DQA10102-DQB10602 with pseudo-sequence HLA-DQA10102-DQB10602. The binding affinity (normalized) is 0.362.